This data is from Peptide-MHC class II binding affinity with 134,281 pairs from IEDB. The task is: Regression. Given a peptide amino acid sequence and an MHC pseudo amino acid sequence, predict their binding affinity value. This is MHC class II binding data. (1) The peptide sequence is EKKYFAADQFEPLAA. The MHC is HLA-DQA10401-DQB10402 with pseudo-sequence HLA-DQA10401-DQB10402. The binding affinity (normalized) is 0.285. (2) The peptide sequence is EILIIIMRTFRIAIW. The MHC is DRB1_0701 with pseudo-sequence DRB1_0701. The binding affinity (normalized) is 0.570. (3) The peptide sequence is GENQIVDKIDAAFKI. The MHC is DRB3_0202 with pseudo-sequence DRB3_0202. The binding affinity (normalized) is 0.148.